From a dataset of NCI-60 drug combinations with 297,098 pairs across 59 cell lines. Regression. Given two drug SMILES strings and cell line genomic features, predict the synergy score measuring deviation from expected non-interaction effect. (1) Drug 1: CN(CC1=CN=C2C(=N1)C(=NC(=N2)N)N)C3=CC=C(C=C3)C(=O)NC(CCC(=O)O)C(=O)O. Drug 2: C1=CN(C(=O)N=C1N)C2C(C(C(O2)CO)O)O.Cl. Cell line: A498. Synergy scores: CSS=23.6, Synergy_ZIP=-13.3, Synergy_Bliss=-6.00, Synergy_Loewe=-5.54, Synergy_HSA=-4.11. (2) Drug 1: CC1=C(C=C(C=C1)C(=O)NC2=CC(=CC(=C2)C(F)(F)F)N3C=C(N=C3)C)NC4=NC=CC(=N4)C5=CN=CC=C5. Drug 2: COC1=C2C(=CC3=C1OC=C3)C=CC(=O)O2. Cell line: SNB-19. Synergy scores: CSS=-5.79, Synergy_ZIP=1.52, Synergy_Bliss=-2.83, Synergy_Loewe=-4.31, Synergy_HSA=-6.18. (3) Drug 1: CS(=O)(=O)C1=CC(=C(C=C1)C(=O)NC2=CC(=C(C=C2)Cl)C3=CC=CC=N3)Cl. Drug 2: C1=NNC2=C1C(=O)NC=N2. Cell line: SF-295. Synergy scores: CSS=6.29, Synergy_ZIP=-1.29, Synergy_Bliss=0.422, Synergy_Loewe=1.28, Synergy_HSA=1.29. (4) Drug 1: CS(=O)(=O)OCCCCOS(=O)(=O)C. Drug 2: C1CCC(C(C1)N)N.C(=O)(C(=O)[O-])[O-].[Pt+4]. Cell line: SK-OV-3. Synergy scores: CSS=1.97, Synergy_ZIP=-2.48, Synergy_Bliss=-3.39, Synergy_Loewe=-2.20, Synergy_HSA=-1.90. (5) Drug 1: CN(C)C1=NC(=NC(=N1)N(C)C)N(C)C. Drug 2: CCCS(=O)(=O)NC1=C(C(=C(C=C1)F)C(=O)C2=CNC3=C2C=C(C=N3)C4=CC=C(C=C4)Cl)F. Cell line: SN12C. Synergy scores: CSS=1.73, Synergy_ZIP=4.68, Synergy_Bliss=5.48, Synergy_Loewe=3.03, Synergy_HSA=2.79. (6) Drug 1: C1=CC(=C2C(=C1NCCNCCO)C(=O)C3=C(C=CC(=C3C2=O)O)O)NCCNCCO. Drug 2: CCC1(CC2CC(C3=C(CCN(C2)C1)C4=CC=CC=C4N3)(C5=C(C=C6C(=C5)C78CCN9C7C(C=CC9)(C(C(C8N6C=O)(C(=O)OC)O)OC(=O)C)CC)OC)C(=O)OC)O.OS(=O)(=O)O. Cell line: MCF7. Synergy scores: CSS=56.5, Synergy_ZIP=1.99, Synergy_Bliss=1.38, Synergy_Loewe=3.38, Synergy_HSA=4.22.